This data is from Full USPTO retrosynthesis dataset with 1.9M reactions from patents (1976-2016). The task is: Predict the reactants needed to synthesize the given product. (1) The reactants are: C1(=CC[O:8][C:9]2[CH:18]=[CH:17][C:12]([C:13]([O:15][CH3:16])=[O:14])=[CH:11][CH:10]=2)CCCC1.C(N(CC)[C:22]1[CH:27]=[CH:26][CH:25]=[CH:24][CH:23]=1)C.[CH3:30]/C(/O[Si](C)(C)C)=N\[Si](C)(C)C. Given the product [OH:8][C:9]1[CH:10]=[CH:11][C:12]([C:13]([O:15][CH3:16])=[O:14])=[CH:17][C:18]=1[C:26]1([CH:27]=[CH2:22])[CH2:25][CH2:24][CH2:23][CH2:30]1, predict the reactants needed to synthesize it. (2) Given the product [Br:14][CH2:15][CH2:16][O:13][C:5]1[CH:6]=[CH:7][C:8]([N+:10]([O-:12])=[O:11])=[CH:9][C:4]=1[O:3][CH3:2], predict the reactants needed to synthesize it. The reactants are: [K].[CH3:2][O:3][C:4]1[CH:9]=[C:8]([N+:10]([O-:12])=[O:11])[CH:7]=[CH:6][C:5]=1[OH:13].[Br:14][CH2:15][CH2:16]Br.[OH-].[K+]. (3) Given the product [NH2:11][C@H:7]([C:8]([OH:10])=[O:9])[CH2:6][CH2:5][C:3]([NH:25][CH2:23][CH3:24])=[O:4], predict the reactants needed to synthesize it. The reactants are: CO[C:3]([CH2:5][CH2:6][C@H:7]([NH2:11])[C:8]([OH:10])=[O:9])=[O:4].C(CC(=O)C)(=O)C.C(O)(=O)C.[CH2:23]([NH2:25])[CH3:24]. (4) Given the product [C:1]1([N:7]2[C:11]([S:12][CH2:14][CH2:15][CH2:16][N:17]3[CH2:22][CH2:21][N:20]([C:23]4[C:28]5[CH:29]=[CH:30][O:31][C:27]=5[CH:26]=[CH:25][N:24]=4)[CH2:19][CH2:18]3)=[N:10][N:9]=[N:8]2)[CH:2]=[CH:3][CH:4]=[CH:5][CH:6]=1, predict the reactants needed to synthesize it. The reactants are: [C:1]1([N:7]2[C:11]([SH:12])=[N:10][N:9]=[N:8]2)[CH:6]=[CH:5][CH:4]=[CH:3][CH:2]=1.Cl[CH2:14][CH2:15][CH2:16][N:17]1[CH2:22][CH2:21][N:20]([C:23]2[C:28]3[CH:29]=[CH:30][O:31][C:27]=3[CH:26]=[CH:25][N:24]=2)[CH2:19][CH2:18]1.C([O-])([O-])=O.[K+].[K+].O. (5) Given the product [CH3:17][NH:18][C:19]([C:21]1[C:22]2[CH:31]=[CH:30][C:29]([O:32][C:2]3[CH:7]=[CH:6][N:5]=[C:4]4[CH:8]=[C:9]([C:11]5[N:12]([CH3:16])[CH:13]=[CH:14][N:15]=5)[S:10][C:3]=34)=[CH:28][C:23]=2[O:24][C:25]=1[CH2:26][CH3:27])=[O:20], predict the reactants needed to synthesize it. The reactants are: Cl[C:2]1[CH:7]=[CH:6][N:5]=[C:4]2[CH:8]=[C:9]([C:11]3[N:12]([CH3:16])[CH:13]=[CH:14][N:15]=3)[S:10][C:3]=12.[CH3:17][NH:18][C:19]([C:21]1[C:22]2[CH:31]=[CH:30][C:29]([OH:32])=[CH:28][C:23]=2[O:24][C:25]=1[CH2:26][CH3:27])=[O:20].C([O-])([O-])=O.[Cs+].[Cs+]. (6) Given the product [NH2:1][C:4]1[C:5]([NH:11][C:12]2[CH:21]=[C:20]3[C:15]([CH:16]=[CH:17][CH:18]=[C:19]3[N:22]3[CH2:27][CH2:26][N:25]([C:28]([O:30][C:31]([CH3:34])([CH3:33])[CH3:32])=[O:29])[CH2:24][CH2:23]3)=[CH:14][CH:13]=2)=[N:6][CH:7]=[CH:8][CH:9]=1, predict the reactants needed to synthesize it. The reactants are: [N+:1]([C:4]1[C:5]([NH:11][C:12]2[CH:21]=[C:20]3[C:15]([CH:16]=[CH:17][CH:18]=[C:19]3[N:22]3[CH2:27][CH2:26][N:25]([C:28]([O:30][C:31]([CH3:34])([CH3:33])[CH3:32])=[O:29])[CH2:24][CH2:23]3)=[CH:14][CH:13]=2)=[N+:6]([O-])[CH:7]=[CH:8][CH:9]=1)([O-])=O.C([O-])=O.[NH4+].